Dataset: Full USPTO retrosynthesis dataset with 1.9M reactions from patents (1976-2016). Task: Predict the reactants needed to synthesize the given product. (1) Given the product [CH3:29][C:2]1([CH3:1])[O:7][CH2:6][C:5]([CH2:10][O:11][Si:12]([C:25]([CH3:27])([CH3:26])[CH3:28])([C:13]2[CH:18]=[CH:17][CH:16]=[CH:15][CH:14]=2)[C:19]2[CH:24]=[CH:23][CH:22]=[CH:21][CH:20]=2)([CH2:8][S:36]([C:34]2[C:33]([CH3:42])=[CH:32][CH:31]=[CH:30][CH:35]=2)(=[O:37])=[O:38])[CH2:4][O:3]1, predict the reactants needed to synthesize it. The reactants are: [CH3:1][C:2]1([CH3:29])[O:7][CH2:6][C:5]([CH2:10][O:11][Si:12]([C:25]([CH3:28])([CH3:27])[CH3:26])([C:19]2[CH:24]=[CH:23][CH:22]=[CH:21][CH:20]=2)[C:13]2[CH:18]=[CH:17][CH:16]=[CH:15][CH:14]=2)([CH2:8]O)[CH2:4][O:3]1.[C:30]1(C)[CH:35]=[C:34]([S:36](CCl)(=[O:38])=[O:37])[CH:33]=[CH:32][CH:31]=1.[CH2:42](Cl)Cl. (2) Given the product [C:29]([O:33][C:34](=[O:35])[NH:2][CH2:3][C@@H:4]1[O:8][C:7](=[O:9])[N:6]([C:10]2[CH:11]=[CH:12][C:13]3[C:19](=[O:20])[CH2:18][CH2:17][CH2:16][CH2:15][C:14]=3[CH:21]=2)[CH2:5]1)([CH3:32])([CH3:31])[CH3:30], predict the reactants needed to synthesize it. The reactants are: Cl.[NH2:2][CH2:3][C@@H:4]1[O:8][C:7](=[O:9])[N:6]([C:10]2[CH:11]=[CH:12][C:13]3[C:19](=[O:20])[CH2:18][CH2:17][CH2:16][CH2:15][C:14]=3[CH:21]=2)[CH2:5]1.C(N(CC)CC)C.[C:29]([O:33][C:34](O[C:34]([O:33][C:29]([CH3:32])([CH3:31])[CH3:30])=[O:35])=[O:35])([CH3:32])([CH3:31])[CH3:30].C(Cl)Cl. (3) Given the product [Cl:27][C:28]1[CH:33]=[C:32]([C:2]2[CH:3]=[C:4]3[C:9](=[CH:10][CH:11]=2)[N:8]=[CH:7][C:6]([C:12](=[O:15])[CH2:13][CH3:14])=[C:5]3[NH:16][C:17]2[CH:22]=[CH:21][C:20]([CH2:23][N:24]([CH3:25])[CH3:26])=[CH:19][CH:18]=2)[CH:31]=[C:30]([Cl:43])[C:29]=1[OH:44], predict the reactants needed to synthesize it. The reactants are: Br[C:2]1[CH:3]=[C:4]2[C:9](=[CH:10][CH:11]=1)[N:8]=[CH:7][C:6]([C:12](=[O:15])[CH2:13][CH3:14])=[C:5]2[NH:16][C:17]1[CH:22]=[CH:21][C:20]([CH2:23][N:24]([CH3:26])[CH3:25])=[CH:19][CH:18]=1.[Cl:27][C:28]1[CH:33]=[C:32](B2OC(C)(C)C(C)(C)O2)[CH:31]=[C:30]([Cl:43])[C:29]=1[OH:44]. (4) Given the product [NH:8]1[CH2:9][CH2:10][CH:11]([N:14]2[C:23](=[O:24])[C:22]3[C:17](=[CH:18][CH:19]=[CH:20][CH:21]=3)[NH:16][C:15]2=[O:25])[CH2:12][CH2:13]1, predict the reactants needed to synthesize it. The reactants are: C1(C[N:8]2[CH2:13][CH2:12][CH:11]([N:14]3[C:23](=[O:24])[C:22]4[C:17](=[CH:18][CH:19]=[CH:20][CH:21]=4)[NH:16][C:15]3=[O:25])[CH2:10][CH2:9]2)C=CC=CC=1.[K+].[Br-]. (5) The reactants are: [NH2:1][C:2]1[C:3]([I:16])=[C:4]([C:13](Cl)=[O:14])[C:5]([I:12])=[C:6]([C:10]=1[I:11])[C:7](Cl)=[O:8].[CH2:17]([NH2:20])[CH:18]=[CH2:19]. Given the product [CH2:17]([NH:20][C:13](=[O:14])[C:4]1[C:3]([I:16])=[C:2]([NH2:1])[C:10]([I:11])=[C:6]([C:7]([NH:1][CH2:2][CH:10]=[CH2:6])=[O:8])[C:5]=1[I:12])[CH:18]=[CH2:19], predict the reactants needed to synthesize it. (6) Given the product [Cl:18][C:19]1[CH:20]=[C:21]([CH:30]=[CH:31][CH:32]=1)[O:22][C@H:23]1[CH2:24][CH2:25][C@H:26]([NH:29][C:15](=[O:17])[CH2:14][CH2:13][CH2:12][C:4]2[NH:3][C:2](=[O:1])[C:11]3[C:6](=[CH:7][CH:8]=[CH:9][CH:10]=3)[N:5]=2)[CH2:27][CH2:28]1, predict the reactants needed to synthesize it. The reactants are: [O:1]=[C:2]1[C:11]2[C:6](=[CH:7][CH:8]=[CH:9][CH:10]=2)[N:5]=[C:4]([CH2:12][CH2:13][CH2:14][C:15]([OH:17])=O)[NH:3]1.[Cl:18][C:19]1[CH:20]=[C:21]([CH:30]=[CH:31][CH:32]=1)[O:22][C@H:23]1[CH2:28][CH2:27][C@H:26]([NH2:29])[CH2:25][CH2:24]1.